Dataset: Peptide-MHC class I binding affinity with 185,985 pairs from IEDB/IMGT. Task: Regression. Given a peptide amino acid sequence and an MHC pseudo amino acid sequence, predict their binding affinity value. This is MHC class I binding data. (1) The peptide sequence is GTSKIKMKW. The MHC is HLA-A29:02 with pseudo-sequence HLA-A29:02. The binding affinity (normalized) is 0.192. (2) The peptide sequence is SVKEDLVAY. The MHC is HLA-B15:01 with pseudo-sequence HLA-B15:01. The binding affinity (normalized) is 0.578. (3) The peptide sequence is GERSRCYSLY. The MHC is HLA-A23:01 with pseudo-sequence HLA-A23:01. The binding affinity (normalized) is 0. (4) The peptide sequence is PLMGGAYIAFPTSCHMFI. The MHC is HLA-B42:01 with pseudo-sequence HLA-B42:01. The binding affinity (normalized) is 0.170. (5) The peptide sequence is FSPFKLNLI. The MHC is Mamu-A01 with pseudo-sequence Mamu-A01. The binding affinity (normalized) is 1.00. (6) The peptide sequence is AAVIIMAINV. The MHC is HLA-A68:02 with pseudo-sequence HLA-A68:02. The binding affinity (normalized) is 0.580.